Dataset: Forward reaction prediction with 1.9M reactions from USPTO patents (1976-2016). Task: Predict the product of the given reaction. Given the reactants [C:1]([O:5][C:6]([NH:8][C:9]1[S:10][C:11]([C:15]([OH:17])=O)=[C:12]([CH3:14])[N:13]=1)=[O:7])([CH3:4])([CH3:3])[CH3:2].CN(C(F)=[N+](C)C)C.F[P-](F)(F)(F)(F)F.[CH3:33][O:34][C:35](=[O:85])[C@@H:36]([NH:52][C:53]([CH:55]1[CH2:64][C:63]2[CH:62]=[C:61]3[O:65][CH2:66][C@H:67]([C:69]4[CH:74]=[CH:73][C:72]([O:75][CH2:76][C:77]5[CH:82]=[CH:81][C:80]([Cl:83])=[C:79]([Cl:84])[CH:78]=5)=[CH:71][CH:70]=4)[O:68][C:60]3=[CH:59][C:58]=2[CH2:57][NH:56]1)=[O:54])[CH2:37][C:38]1[CH:43]=[CH:42][C:41]([C:44]2[CH:49]=[CH:48][C:47]([C:50]#[N:51])=[CH:46][CH:45]=2)=[CH:40][CH:39]=1.CCN(C(C)C)C(C)C, predict the reaction product. The product is: [CH3:33][O:34][C:35](=[O:85])[C@@H:36]([NH:52][C:53]([CH:55]1[CH2:64][C:63]2[CH:62]=[C:61]3[O:65][CH2:66][C@H:67]([C:69]4[CH:74]=[CH:73][C:72]([O:75][CH2:76][C:77]5[CH:82]=[CH:81][C:80]([Cl:83])=[C:79]([Cl:84])[CH:78]=5)=[CH:71][CH:70]=4)[O:68][C:60]3=[CH:59][C:58]=2[CH2:57][N:56]1[C:15]([C:11]1[S:10][C:9]([NH:8][C:6]([O:5][C:1]([CH3:2])([CH3:3])[CH3:4])=[O:7])=[N:13][C:12]=1[CH3:14])=[O:17])=[O:54])[CH2:37][C:38]1[CH:43]=[CH:42][C:41]([C:44]2[CH:45]=[CH:46][C:47]([C:50]#[N:51])=[CH:48][CH:49]=2)=[CH:40][CH:39]=1.